Dataset: Full USPTO retrosynthesis dataset with 1.9M reactions from patents (1976-2016). Task: Predict the reactants needed to synthesize the given product. (1) Given the product [Cl:79][C:75]1[CH:74]=[C:73]([C:70]2[CH:69]=[CH:68][C:67]([CH2:66][C@@H:65]([NH:80][C:15]([C:11]3[CH:10]=[C:9]([O:8][CH2:7][C:6]4[CH:5]=[CH:4][C:3]([O:2][CH3:1])=[CH:19][CH:18]=4)[N:13]([CH3:14])[N:12]=3)=[O:17])[CH2:64][C@@H:63]([OH:81])[C:62]([OH:82])=[O:61])=[CH:72][CH:71]=2)[CH:78]=[CH:77][CH:76]=1, predict the reactants needed to synthesize it. The reactants are: [CH3:1][O:2][C:3]1[CH:19]=[CH:18][C:6]([CH2:7][O:8][C:9]2[N:13]([CH3:14])[N:12]=[C:11]([C:15]([OH:17])=O)[CH:10]=2)=[CH:5][CH:4]=1.CN(C(ON1N=NC2C=CC(=CC1=2)Cl)=[N+](C)C)C.F[P-](F)(F)(F)(F)F.CN(C=O)C.CCN(C(C)C)C(C)C.C([O:61][C:62](=[O:82])[C@H:63]([OH:81])[CH2:64][C@H:65]([NH2:80])[CH2:66][C:67]1[CH:72]=[CH:71][C:70]([C:73]2[CH:78]=[CH:77][CH:76]=[C:75]([Cl:79])[CH:74]=2)=[CH:69][CH:68]=1)C.CCO.[Li+].[OH-].O. (2) Given the product [CH3:16][O:15][C:13]([CH:12]1[N:11]([CH2:17][C:18]2[CH:23]=[CH:22][C:21]([O:24][CH3:25])=[CH:20][C:19]=2[O:26][CH3:27])[CH2:10][C:9]2[C:8]([C:28]3[CH:29]=[CH:30][CH:31]=[CH:32][CH:33]=3)=[CH:7][O:6][C:5]=2[C:3]1=[O:2])=[O:14], predict the reactants needed to synthesize it. The reactants are: C[O:2][C:3]([C:5]1[O:6][CH:7]=[C:8]([C:28]2[CH:33]=[CH:32][CH:31]=[CH:30][CH:29]=2)[C:9]=1[CH2:10][N:11]([CH2:17][C:18]1[CH:23]=[CH:22][C:21]([O:24][CH3:25])=[CH:20][C:19]=1[O:26][CH3:27])[CH2:12][C:13]([O:15][CH3:16])=[O:14])=O.Cl. (3) The reactants are: [O:1]1[CH2:6][CH2:5][CH:4]([NH2:7])[CH2:3][CH2:2]1.[Cl:8][C:9]1[CH:10]=[C:11]([C:16]2[N:21]=[C:20]([CH3:22])[N:19]=[C:18]([N:23]([CH2:33][C:34]3[CH:39]=[CH:38][C:37]([O:40][CH3:41])=[CH:36][CH:35]=3)[CH2:24][C:25]3[CH:30]=[CH:29][C:28]([O:31][CH3:32])=[CH:27][CH:26]=3)[N:17]=2)[C:12](F)=[N:13][CH:14]=1.C(=O)([O-])[O-].[Cs+].[Cs+]. Given the product [Cl:8][C:9]1[CH:10]=[C:11]([C:16]2[N:21]=[C:20]([CH3:22])[N:19]=[C:18]([N:23]([CH2:24][C:25]3[CH:26]=[CH:27][C:28]([O:31][CH3:32])=[CH:29][CH:30]=3)[CH2:33][C:34]3[CH:35]=[CH:36][C:37]([O:40][CH3:41])=[CH:38][CH:39]=3)[N:17]=2)[C:12]([NH:7][CH:4]2[CH2:5][CH2:6][O:1][CH2:2][CH2:3]2)=[N:13][CH:14]=1, predict the reactants needed to synthesize it. (4) Given the product [C:49]([O:53][C:54](=[O:90])[N:55]([CH2:56][C:57]1[CH:58]=[N:59][CH:60]=[C:61]([C:64]2[CH:65]=[C:66]3[C:70](=[CH:71][CH:72]=2)[N:69]([CH:73]2[CH2:78][CH2:77][CH2:76][CH2:75][O:74]2)[N:68]=[C:67]3[C:79]2[NH:83][C:82]([CH2:84][CH3:85])=[C:81]([CH2:87][CH3:86])[N:80]=2)[C:62]=1[CH3:63])[CH2:88][CH3:89])([CH3:51])([CH3:52])[CH3:50], predict the reactants needed to synthesize it. The reactants are: C(OC(=O)N(CC)CC1C=NC=C(C2C=C3C(=CC=2)N(C2CCCCO2)N=C3C=O)C=1C)(C)(C)C.CCC(=O)C(=O)CC.C([O-])(=O)C.[NH4+].[C:49]([O:53][C:54](=[O:90])[N:55]([CH2:88][CH3:89])[CH2:56][C:57]1[CH:58]=[N:59][CH:60]=[C:61]([C:64]2[CH:65]=[C:66]3[C:70](=[CH:71][CH:72]=2)[N:69]([CH:73]2[CH2:78][CH2:77][CH2:76][CH2:75][O:74]2)[N:68]=[C:67]3[C:79]2[NH:83][C:82]3[CH2:84][CH2:85][CH2:86][CH2:87][C:81]=3[N:80]=2)[C:62]=1[CH3:63])([CH3:52])([CH3:51])[CH3:50]. (5) Given the product [Br:1][C:2]1[CH:3]=[N:4][C:5]2[N:6]([N:8]=[C:9]([C:11]([N:21]3[CH2:20][CH2:19][C:18]4[C:23](=[CH:24][CH:25]=[CH:26][C:17]=4[N+:14]([O-:16])=[O:15])[CH2:22]3)=[O:13])[CH:10]=2)[CH:7]=1, predict the reactants needed to synthesize it. The reactants are: [Br:1][C:2]1[CH:3]=[N:4][C:5]2[N:6]([N:8]=[C:9]([C:11]([OH:13])=O)[CH:10]=2)[CH:7]=1.[N+:14]([C:17]1[CH:26]=[CH:25][CH:24]=[C:23]2[C:18]=1[CH2:19][CH2:20][NH:21][CH2:22]2)([O-:16])=[O:15]. (6) Given the product [Br:15][C:13]1[CH:12]=[CH:11][C:10]([F:16])=[C:9]([C@:2]2([CH3:8])[CH2:3][C:4]3([CH2:6][CH2:5]3)[O:7][C:18]([NH2:19])=[N:1]2)[CH:14]=1, predict the reactants needed to synthesize it. The reactants are: [NH2:1][C@@:2]([C:9]1[CH:14]=[C:13]([Br:15])[CH:12]=[CH:11][C:10]=1[F:16])([CH3:8])[CH2:3][C:4]1([OH:7])[CH2:6][CH2:5]1.Br[C:18]#[N:19]. (7) Given the product [C:2]([OH:4])(=[O:3])[CH2:1][OH:8].[C:11]([OH:13])(=[O:12])[C@H:10]([CH3:9])[OH:17], predict the reactants needed to synthesize it. The reactants are: [CH2:1]1[O:8]C(=O)C[O:4][C:2]1=[O:3].[CH3:9][C@@H:10]1[O:17]C(=O)[C@H](C)[O:13][C:11]1=[O:12].